Regression. Given two drug SMILES strings and cell line genomic features, predict the synergy score measuring deviation from expected non-interaction effect. From a dataset of NCI-60 drug combinations with 297,098 pairs across 59 cell lines. (1) Drug 1: CCCCC(=O)OCC(=O)C1(CC(C2=C(C1)C(=C3C(=C2O)C(=O)C4=C(C3=O)C=CC=C4OC)O)OC5CC(C(C(O5)C)O)NC(=O)C(F)(F)F)O. Drug 2: C1CC(=O)NC(=O)C1N2C(=O)C3=CC=CC=C3C2=O. Cell line: OVCAR3. Synergy scores: CSS=45.6, Synergy_ZIP=-3.89, Synergy_Bliss=-10.00, Synergy_Loewe=-25.3, Synergy_HSA=-13.0. (2) Drug 1: CC1C(C(CC(O1)OC2CC(OC(C2O)C)OC3=CC4=CC5=C(C(=O)C(C(C5)C(C(=O)C(C(C)O)O)OC)OC6CC(C(C(O6)C)O)OC7CC(C(C(O7)C)O)OC8CC(C(C(O8)C)O)(C)O)C(=C4C(=C3C)O)O)O)O. Drug 2: CN1C2=C(C=C(C=C2)N(CCCl)CCCl)N=C1CCCC(=O)O.Cl. Cell line: HOP-92. Synergy scores: CSS=21.1, Synergy_ZIP=0.750, Synergy_Bliss=2.89, Synergy_Loewe=-20.5, Synergy_HSA=1.77. (3) Drug 2: C1CCC(C(C1)N)N.C(=O)(C(=O)[O-])[O-].[Pt+4]. Cell line: A498. Synergy scores: CSS=20.8, Synergy_ZIP=1.27, Synergy_Bliss=0.747, Synergy_Loewe=-15.3, Synergy_HSA=-0.390. Drug 1: C1=NC2=C(N=C(N=C2N1C3C(C(C(O3)CO)O)O)F)N.